From a dataset of KCNQ2 potassium channel screen with 302,405 compounds. Binary Classification. Given a drug SMILES string, predict its activity (active/inactive) in a high-throughput screening assay against a specified biological target. (1) The compound is Clc1c(c2nc3c(c(c2)C(=O)NCCc2ncccc2)cccc3)cccc1. The result is 0 (inactive). (2) The compound is O(CCN1C(=O)c2c(C1=O)cccc2)c1cc(OC(C)C)ccc1. The result is 0 (inactive). (3) The compound is S(=O)(=O)(N1CCN(CC1)C(=O)COC(=O)CNC(=O)c1cc(cc(c1)C)C)c1cc2c(cc1)cccc2. The result is 0 (inactive). (4) The molecule is o1c2nc(c3c(CCCC3)c2c2ncnc(NCCN(C)C)c12)CCC. The result is 1 (active). (5) The compound is O1C(C(=O)N(c2c1ccc(C(=O)NC1CCCC1)c2)CC(OC)=O)(C)C. The result is 0 (inactive). (6) The compound is O(C(=O)C1C(N(C(=NC1CCc1ccccc1)NCCOC)CC)C)C. The result is 0 (inactive).